Dataset: HIV replication inhibition screening data with 41,000+ compounds from the AIDS Antiviral Screen. Task: Binary Classification. Given a drug SMILES string, predict its activity (active/inactive) in a high-throughput screening assay against a specified biological target. (1) The drug is CCC(C(=O)c1ccccc1)C(CCCC(=O)Nc1c(C)cccc1C)N=O. The result is 0 (inactive). (2) The molecule is Cn1c(=O)oc(=O)c2ccccc21. The result is 0 (inactive). (3) The molecule is CCCCCCC(C)S(=O)(=O)O. The result is 0 (inactive). (4) The drug is CC(=O)OCC1OC(n2c3c(cc(C#N)c2=S)CCC3)C(OC(C)=O)C(OC(C)=O)C1OC(C)=O. The result is 0 (inactive). (5) The compound is COC(=O)C1CC2(C)C=CC1N(C(=O)OCc1ccccc1)C2. The result is 0 (inactive). (6) The drug is Cl.O=C(O)C(CCCC1C(=O)OC(c2ccccc2)C(c2ccccc2)N1C(=O)OCc1ccccc1)NC(c1ccccc1)C(O)c1ccccc1. The result is 0 (inactive). (7) The drug is O=C(NC(=O)c1c(F)cccc1F)Nc1ncc(Cl)cc1Cl. The result is 0 (inactive).